Dataset: Forward reaction prediction with 1.9M reactions from USPTO patents (1976-2016). Task: Predict the product of the given reaction. (1) Given the reactants [Br:1][C:2]1[CH:3]=[C:4]([C:8](=O)[CH3:9])[CH:5]=[CH:6][CH:7]=1.C([O-])(=O)C.[NH4+].C([BH3-])#[N:17].[Na+], predict the reaction product. The product is: [Br:1][C:2]1[CH:3]=[C:4]([CH:8]([NH2:17])[CH3:9])[CH:5]=[CH:6][CH:7]=1. (2) The product is: [Cl:1][C:2]1[CH:3]=[C:4]2[C:9](=[CH:10][CH:11]=1)[C:8]([C:13]#[N:14])([CH3:12])[C:7](=[O:15])[C:6]([C:16]([NH:18][CH2:19][C:20]([OH:22])=[O:21])=[O:17])=[C:5]2[OH:27]. Given the reactants [Cl:1][C:2]1[CH:3]=[C:4]2[C:9](=[CH:10][CH:11]=1)[C:8]([C:13]#[N:14])([CH3:12])[C:7](=[O:15])[C:6]([C:16]([NH:18][CH2:19][C:20]([O:22]C(C)(C)C)=[O:21])=[O:17])=[C:5]2[OH:27], predict the reaction product. (3) Given the reactants [OH:1][CH:2]1[CH2:7][CH2:6][NH:5][CH2:4][CH2:3]1.C([O-])(O)=O.[Na+].[N:13]#[C:14]Br, predict the reaction product. The product is: [OH:1][CH:2]1[CH2:7][CH2:6][N:5]([C:14]#[N:13])[CH2:4][CH2:3]1. (4) Given the reactants [CH3:1][CH2:2][CH2:3][CH2:4][CH2:5][CH2:6][CH2:7][CH2:8][CH2:9][CH2:10][CH2:11][CH2:12][O:13][C:14]([CH:16]([N:18]([CH3:20])[CH3:19])[CH3:17])=[O:15].[C:21]1([S:27]([OH:30])(=[O:29])=[O:28])[CH:26]=[CH:25][CH:24]=[CH:23][CH:22]=1, predict the reaction product. The product is: [C:21]1([S:27]([OH:30])(=[O:29])=[O:28])[CH:26]=[CH:25][CH:24]=[CH:23][CH:22]=1.[CH3:19][N:18]([CH3:20])[CH:16]([CH3:17])[C:14]([O:13][CH2:12][CH2:11][CH2:10][CH2:9][CH2:8][CH2:7][CH2:6][CH2:5][CH2:4][CH2:3][CH2:2][CH3:1])=[O:15]. (5) Given the reactants [NH2:1][C:2]1[CH:3]=[C:4]2[C:9](=[CH:10][CH:11]=1)[N:8]=[C:7]([CH:12]([N:14]1[CH2:19][CH2:18][N:17]([S:20]([C:23]3[CH:28]=[CH:27][C:26]([O:29][CH3:30])=[CH:25][CH:24]=3)(=[O:22])=[O:21])[CH2:16][CH2:15]1)[CH3:13])[N:6]([CH3:31])[C:5]2=[O:32].[C:33](Cl)(=[O:35])[CH3:34], predict the reaction product. The product is: [CH3:30][O:29][C:26]1[CH:27]=[CH:28][C:23]([S:20]([N:17]2[CH2:16][CH2:15][N:14]([CH:12]([C:7]3[N:6]([CH3:31])[C:5](=[O:32])[C:4]4[C:9](=[CH:10][CH:11]=[C:2]([NH:1][C:33](=[O:35])[CH3:34])[CH:3]=4)[N:8]=3)[CH3:13])[CH2:19][CH2:18]2)(=[O:22])=[O:21])=[CH:24][CH:25]=1. (6) Given the reactants [Cl:1][C:2]1[CH:10]=[CH:9][C:5]([C:6]([OH:8])=[O:7])=[C:4]([N+:11]([O-:13])=[O:12])[C:3]=1[NH:14]C.[CH3:16][CH:17]1[CH2:22][C:21](=[O:23])[CH2:20][C:19](=O)[CH2:18]1, predict the reaction product. The product is: [NH2:14][C:3]1[C:4]([N+:11]([O-:13])=[O:12])=[C:5]([CH:9]=[CH:10][C:2]=1[Cl:1])[C:6]([O:8][C:19]1[CH2:18][CH:17]([CH3:16])[CH2:22][C:21](=[O:23])[CH:20]=1)=[O:7]. (7) The product is: [NH2:25][C:6]1[C:7]([C:8]([NH:10][C:11]2[CH:16]=[C:15]([NH:17][S:18]([CH3:21])(=[O:20])=[O:19])[CH:14]=[C:13]([O:22][CH3:23])[CH:12]=2)=[O:9])=[C:2]([Cl:1])[N:3]=[CH:4][N:5]=1. Given the reactants [Cl:1][C:2]1[C:7]([C:8]([NH:10][C:11]2[CH:16]=[C:15]([NH:17][S:18]([CH3:21])(=[O:20])=[O:19])[CH:14]=[C:13]([O:22][CH3:23])[CH:12]=2)=[O:9])=[C:6](Cl)[N:5]=[CH:4][N:3]=1.[NH3:25], predict the reaction product.